Task: Predict which catalyst facilitates the given reaction.. Dataset: Catalyst prediction with 721,799 reactions and 888 catalyst types from USPTO (1) Reactant: [C:1]([C:3]1[C:4]([N:10]=[CH:11][N:12](C)C)=[N:5][C:6]([CH3:9])=[CH:7][CH:8]=1)#[N:2].[CH3:15][C:16]1[CH:17]=[CH:18][C:19]([S:23][C:24]2[CH:29]=[CH:28][CH:27]=[CH:26][CH:25]=2)=[C:20](N)[CH:21]=1. Product: [CH3:15][C:16]1[CH:17]=[CH:18][C:19]([S:23][C:24]2[CH:25]=[CH:26][CH:27]=[CH:28][CH:29]=2)=[C:20]([NH:2][C:1]2[C:3]3[CH:8]=[CH:7][C:6]([CH3:9])=[N:5][C:4]=3[N:10]=[CH:11][N:12]=2)[CH:21]=1. The catalyst class is: 15. (2) Reactant: [F:1][C:2]([F:30])([F:29])[S:3]([NH:6][C:7]1[CH:12]=[CH:11][C:10]([C:13]2[N:14]=[C:15]([C:18]3[CH:23]=[CH:22][N:21]=[C:20]([CH2:24][CH2:25][CH3:26])[CH:19]=3)[S:16][CH:17]=2)=[CH:9][C:8]=1[O:27]C)(=[O:5])=[O:4].B(Br)(Br)Br.C(=O)(O)[O-].[Na+]. Product: [F:29][C:2]([F:1])([F:30])[S:3]([NH:6][C:7]1[CH:12]=[CH:11][C:10]([C:13]2[N:14]=[C:15]([C:18]3[CH:23]=[CH:22][N:21]=[C:20]([CH2:24][CH2:25][CH3:26])[CH:19]=3)[S:16][CH:17]=2)=[CH:9][C:8]=1[OH:27])(=[O:4])=[O:5]. The catalyst class is: 2. (3) Reactant: [CH3:1][N:2]1[C:14]2[CH2:13][CH2:12][CH:11]([CH:15]3[CH2:20][CH2:19][O:18][CH2:17][CH2:16]3)[CH2:10][C:9]=2[C:8]2[C:3]1=[CH:4][CH:5]=[C:6]([C:21]([OH:23])=O)[CH:7]=2.CN(C(ON1N=NC2C=CC=NC1=2)=[N+](C)C)C.F[P-](F)(F)(F)(F)F.Cl.[CH:49]1([NH:52][C:53](=[O:58])[CH2:54][NH:55][CH2:56][CH3:57])[CH2:51][CH2:50]1.C(N(CC)C(C)C)(C)C. Product: [CH:49]1([NH:52][C:53](=[O:58])[CH2:54][N:55]([CH2:56][CH3:57])[C:21]([C:6]2[CH:7]=[C:8]3[C:3](=[CH:4][CH:5]=2)[N:2]([CH3:1])[C:14]2[CH2:13][CH2:12][CH:11]([CH:15]4[CH2:16][CH2:17][O:18][CH2:19][CH2:20]4)[CH2:10][C:9]3=2)=[O:23])[CH2:51][CH2:50]1. The catalyst class is: 3.